Task: Predict which catalyst facilitates the given reaction.. Dataset: Catalyst prediction with 721,799 reactions and 888 catalyst types from USPTO (1) Reactant: C(N(C(C)C)CC)(C)C.[N:10]1([CH2:15][C:16]2[CH:21]=[CH:20][C:19]([NH2:22])=[CH:18][CH:17]=2)[CH2:14][CH2:13][CH2:12][CH2:11]1.C(O/[CH:26]=[C:27](/[C:33](=[O:45])[C:34]1[CH:39]=[C:38]([F:40])[C:37]([F:41])=[C:36]([O:42][CH3:43])[C:35]=1F)\[C:28]([O:30][CH2:31][CH3:32])=[O:29])C.C1CCN2C(=NCCC2)CC1. Product: [F:40][C:38]1[CH:39]=[C:34]2[C:35](=[C:36]([O:42][CH3:43])[C:37]=1[F:41])[N:22]([C:19]1[CH:18]=[CH:17][C:16]([CH2:15][N:10]3[CH2:14][CH2:13][CH2:12][CH2:11]3)=[CH:21][CH:20]=1)[CH:26]=[C:27]([C:28]([O:30][CH2:31][CH3:32])=[O:29])[C:33]2=[O:45]. The catalyst class is: 58. (2) Reactant: [NH2:1][C:2]1[C:6]([Br:7])=[CH:5][S:4][C:3]=1[C:8]([OH:10])=O.[C:11](N1C=CN=C1)([N:13]1C=CN=C1)=O.CN.C1COCC1. Product: [NH2:1][C:2]1[C:6]([Br:7])=[CH:5][S:4][C:3]=1[C:8]([NH:13][CH3:11])=[O:10]. The catalyst class is: 1. (3) Reactant: [CH2:1]([N:8]1[CH:13]2[CH2:14][CH2:15][CH:9]1[CH2:10][C:11]([C:17]1[CH:22]=[CH:21][CH:20]=[CH:19][CH:18]=1)(O)[CH2:12]2)[C:2]1[CH:7]=[CH:6][CH:5]=[CH:4][CH:3]=1.S(=O)(=O)(O)O.C([SiH](CC)CC)C. Product: [CH2:1]([N:8]1[CH:13]2[CH2:14][CH2:15][CH:9]1[CH:10]=[C:11]([C:17]1[CH:22]=[CH:21][CH:20]=[CH:19][CH:18]=1)[CH2:12]2)[C:2]1[CH:3]=[CH:4][CH:5]=[CH:6][CH:7]=1. The catalyst class is: 67.